Dataset: Full USPTO retrosynthesis dataset with 1.9M reactions from patents (1976-2016). Task: Predict the reactants needed to synthesize the given product. (1) The reactants are: C(OC([C:6]1[C:7](=[O:26])[N:8]([C:17]2[CH:22]=[CH:21][CH:20]=[C:19]([N+:23]([O-:25])=[O:24])[CH:18]=2)[C:9]2[C:14]([C:15]=1[OH:16])=[CH:13][CH:12]=[CH:11][N:10]=2)=O)C.[OH-].[K+]. Given the product [OH:16][C:15]1[C:14]2[C:9](=[N:10][CH:11]=[CH:12][CH:13]=2)[N:8]([C:17]2[CH:22]=[CH:21][CH:20]=[C:19]([N+:23]([O-:25])=[O:24])[CH:18]=2)[C:7](=[O:26])[CH:6]=1, predict the reactants needed to synthesize it. (2) The reactants are: [Br:1][C:2]1[CH:11]=[C:10]2[C:5]([CH:6]=[CH:7][N:8]=[C:9]2[OH:12])=[CH:4][CH:3]=1.[F:13][C:14]1[CH:15]=[C:16]([CH:19]=[CH:20][CH:21]=1)[CH2:17]Br.C(=O)([O-])[O-].[Cs+].[Cs+]. Given the product [Br:1][C:2]1[CH:11]=[C:10]2[C:5]([CH:6]=[CH:7][N:8]([CH2:17][C:16]3[CH:19]=[CH:20][CH:21]=[C:14]([F:13])[CH:15]=3)[C:9]2=[O:12])=[CH:4][CH:3]=1, predict the reactants needed to synthesize it. (3) The reactants are: [H-].[H-].[H-].[H-].[Li+].[Al+3].[CH2:7]([N:14]1[CH2:19][CH2:18][CH:17]([NH:20][C:21](=O)OC(C)(C)C)[CH2:16][CH2:15]1)[C:8]1[CH:13]=[CH:12][CH:11]=[CH:10][CH:9]=1.CCOC(C)=O. Given the product [CH2:7]([N:14]1[CH2:19][CH2:18][CH:17]([NH:20][CH3:21])[CH2:16][CH2:15]1)[C:8]1[CH:9]=[CH:10][CH:11]=[CH:12][CH:13]=1, predict the reactants needed to synthesize it.